Dataset: Full USPTO retrosynthesis dataset with 1.9M reactions from patents (1976-2016). Task: Predict the reactants needed to synthesize the given product. (1) Given the product [CH:1]([C:3]1[C:4]([CH3:13])=[CH:5][C:6]([CH3:12])=[C:7]([CH:11]=1)[C:8]([O:10][CH3:19])=[O:9])=[O:2], predict the reactants needed to synthesize it. The reactants are: [CH:1]([C:3]1[C:4]([CH3:13])=[CH:5][C:6]([CH3:12])=[C:7]([CH:11]=1)[C:8]([OH:10])=[O:9])=[O:2].S(=O)(=O)(O)O.[CH3:19]O. (2) Given the product [CH3:19][C:20]1[C:21]([N:26]([CH2:51][O:52][CH2:53][CH2:54][O:55][CH3:56])[S:27]([C:30]2[S:31][C:32]([CH3:50])=[CH:33][C:34]=2[C:35]2[CH:46]=[CH:45][C:38]([CH2:39][N:10]3[C:6]4[CH:5]=[C:4]([CH3:16])[N:3]=[C:2]([CH3:1])[C:7]=4[C:8]([C:11]4[S:12][CH:13]=[CH:14][CH:15]=4)=[N:9]3)=[CH:37][C:36]=2[CH2:47][O:48][CH3:49])(=[O:29])=[O:28])=[N:22][O:23][C:24]=1[CH3:25], predict the reactants needed to synthesize it. The reactants are: [CH3:1][C:2]1[C:7]2[C:8]([C:11]3[S:12][CH:13]=[CH:14][CH:15]=3)=[N:9][NH:10][C:6]=2[CH:5]=[C:4]([CH3:16])[N:3]=1.[H-].[Na+].[CH3:19][C:20]1[C:21]([N:26]([CH2:51][O:52][CH2:53][CH2:54][O:55][CH3:56])[S:27]([C:30]2[S:31][C:32]([CH3:50])=[CH:33][C:34]=2[C:35]2[CH:46]=[CH:45][C:38]([CH2:39]OS(C)(=O)=O)=[CH:37][C:36]=2[CH2:47][O:48][CH3:49])(=[O:29])=[O:28])=[N:22][O:23][C:24]=1[CH3:25].O. (3) Given the product [O:9]1[C:10]2[CH:16]=[CH:15][CH:14]=[CH:13][C:11]=2[N:12]=[C:8]1[C:4]1[CH:3]=[C:2]([N:1]2[C:26](=[O:27])[C:20]3[C:19](=[CH:18][CH:17]=[C:22]([C:23]([OH:25])=[O:24])[CH:21]=3)[C:29]2=[O:28])[CH:7]=[CH:6][CH:5]=1, predict the reactants needed to synthesize it. The reactants are: [NH2:1][C:2]1[CH:3]=[C:4]([C:8]2[O:9][C:10]3[CH:16]=[CH:15][CH:14]=[CH:13][C:11]=3[N:12]=2)[CH:5]=[CH:6][CH:7]=1.[CH:17]1[C:22]([C:23]([OH:25])=[O:24])=[CH:21][C:20]2[C:26]([O:28][C:29](=O)[C:19]=2[CH:18]=1)=[O:27].